From a dataset of Full USPTO retrosynthesis dataset with 1.9M reactions from patents (1976-2016). Predict the reactants needed to synthesize the given product. The reactants are: Cl[C:2]1[CH:11]=[CH:10][C:9]([N+:12]([O-:14])=[O:13])=[CH:8][C:3]=1[C:4]([O:6]C)=O.[SH:15][CH2:16][C:17]([O:19][CH3:20])=[O:18].C([O-])([O-])=O.[K+].[K+]. Given the product [OH:6][C:4]1[C:3]2[CH:8]=[C:9]([N+:12]([O-:14])=[O:13])[CH:10]=[CH:11][C:2]=2[S:15][C:16]=1[C:17]([O:19][CH3:20])=[O:18], predict the reactants needed to synthesize it.